From a dataset of Reaction yield outcomes from USPTO patents with 853,638 reactions. Predict the reaction yield, written as a fraction of the theoretical maximum amount of product (1.0 means a 100% yield; for example, 0.34 means a 34% yield). (1) The reactants are CS(C)=O.C(Cl)(=O)C(Cl)=O.[C:11]([C:15]1[CH:20]=[CH:19][C:18]([C:21]2[S:22][CH:23]=[C:24]([CH2:30][OH:31])[C:25]=2[O:26][CH2:27][O:28][CH3:29])=[CH:17][CH:16]=1)([CH3:14])([CH3:13])[CH3:12].C(N(CC)CC)C.[Cl-].[NH4+]. The catalyst is ClCCl. The product is [C:11]([C:15]1[CH:20]=[CH:19][C:18]([C:21]2[S:22][CH:23]=[C:24]([CH:30]=[O:31])[C:25]=2[O:26][CH2:27][O:28][CH3:29])=[CH:17][CH:16]=1)([CH3:14])([CH3:12])[CH3:13]. The yield is 0.680. (2) The reactants are [CH:1]1([C:7]([C:9]2[O:10][C:11]3[CH:18]=[CH:17][C:16]([O:19][CH2:20][CH2:21][S:22][CH3:23])=[CH:15][C:12]=3[C:13]=2[CH3:14])=[O:8])[CH2:6][CH2:5][CH2:4][CH2:3][CH2:2]1.[BH4-].[Na+]. The catalyst is O1CCCC1.CO. The product is [CH:1]1([CH:7]([C:9]2[O:10][C:11]3[CH:18]=[CH:17][C:16]([O:19][CH2:20][CH2:21][S:22][CH3:23])=[CH:15][C:12]=3[C:13]=2[CH3:14])[OH:8])[CH2:6][CH2:5][CH2:4][CH2:3][CH2:2]1. The yield is 0.910. (3) The reactants are [N:1]1[C:10]2[C:5](=[CH:6][CH:7]=[CH:8][C:9]=2[OH:11])[CH:4]=[CH:3][CH:2]=1.[F:12][C:13]([F:23])([F:22])[C:14]1[CH:21]=[CH:20][C:17]([CH:18]=O)=[CH:16][CH:15]=1.[CH2:24]([N:26]1[CH2:31][CH2:30][NH:29][CH2:28][CH2:27]1)[CH3:25]. No catalyst specified. The product is [CH2:24]([N:26]1[CH2:31][CH2:30][N:29]([CH:18]([C:17]2[CH:20]=[CH:21][C:14]([C:13]([F:23])([F:22])[F:12])=[CH:15][CH:16]=2)[C:8]2[C:9]([OH:11])=[C:10]3[C:5]([CH:4]=[CH:3][CH:2]=[N:1]3)=[CH:6][CH:7]=2)[CH2:28][CH2:27]1)[CH3:25]. The yield is 0.350. (4) The reactants are [Cl:1][C:2]1[CH:7]=[CH:6][C:5]([CH3:8])=[CH:4][C:3]=1[O:9][CH3:10].C1C(=O)N([Br:18])C(=O)C1.CC(N=NC(C#N)(C)C)(C#N)C. The catalyst is C(Cl)(Cl)(Cl)Cl. The product is [Br:18][CH2:8][C:5]1[CH:6]=[CH:7][C:2]([Cl:1])=[C:3]([O:9][CH3:10])[CH:4]=1. The yield is 0.920. (5) The product is [CH3:1][C:2]1[N:6]([CH2:24][C:25]2[CH:26]=[CH:27][C:28]([O:29][Si:30]([CH:31]([CH3:33])[CH3:32])([CH:37]([CH3:39])[CH3:38])[CH:34]([CH3:36])[CH3:35])=[CH:40][CH:41]=2)[N:5]=[C:4]([C:7]2[O:11][N:10]=[C:9]([C:12]3[CH:13]=[CH:14][C:15]([O:18][C:19]([F:20])([F:22])[F:21])=[CH:16][CH:17]=3)[N:8]=2)[CH:3]=1. The reactants are [CH3:1][C:2]1[NH:6][N:5]=[C:4]([C:7]2[O:11][N:10]=[C:9]([C:12]3[CH:17]=[CH:16][C:15]([O:18][C:19]([F:22])([F:21])[F:20])=[CH:14][CH:13]=3)[N:8]=2)[CH:3]=1.Br[CH2:24][C:25]1[CH:41]=[CH:40][C:28]([O:29][Si:30]([CH:37]([CH3:39])[CH3:38])([CH:34]([CH3:36])[CH3:35])[CH:31]([CH3:33])[CH3:32])=[CH:27][CH:26]=1.CC(C)([O-])C.[K+]. The catalyst is C1COCC1. The yield is 0.470. (6) The reactants are [CH3:1][N:2]1[C:10]2[CH:9]=[CH:8][N:7]=[C:6](NCC3C=CC(F)=CC=3)[C:5]=2[C:4]([CH3:20])=[C:3]1[CH3:21].[ClH:22].CN1[C:32]2[CH:31]=[CH:30]N=[C:28]([NH:33][CH2:34][C:35]3[CH:40]=[CH:39][C:38]([F:41])=[CH:37][CH:36]=3)[C:27]=2[C:26]([CH3:42])=C1C.C(=O)(O)[O-].[Na+].[F:49]C1C=CC(CBr)=CC=1. No catalyst specified. The product is [ClH:22].[F:49][C:30]1[CH:42]=[CH:26][C:27]([CH2:28][N:33]([C:9]2[C:10]3[N:2]([CH3:1])[C:3]([CH3:21])=[C:4]([CH3:20])[C:5]=3[CH:6]=[N:7][CH:8]=2)[CH2:34][C:35]2[CH:36]=[CH:37][C:38]([F:41])=[CH:39][CH:40]=2)=[CH:32][CH:31]=1. The yield is 0.499.